From a dataset of NCI-60 drug combinations with 297,098 pairs across 59 cell lines. Regression. Given two drug SMILES strings and cell line genomic features, predict the synergy score measuring deviation from expected non-interaction effect. (1) Drug 1: C1=CN(C(=O)N=C1N)C2C(C(C(O2)CO)O)O.Cl. Drug 2: CCC1(CC2CC(C3=C(CCN(C2)C1)C4=CC=CC=C4N3)(C5=C(C=C6C(=C5)C78CCN9C7C(C=CC9)(C(C(C8N6C=O)(C(=O)OC)O)OC(=O)C)CC)OC)C(=O)OC)O.OS(=O)(=O)O. Cell line: CCRF-CEM. Synergy scores: CSS=84.4, Synergy_ZIP=-0.852, Synergy_Bliss=-0.469, Synergy_Loewe=-0.318, Synergy_HSA=1.14. (2) Drug 1: CCCCC(=O)OCC(=O)C1(CC(C2=C(C1)C(=C3C(=C2O)C(=O)C4=C(C3=O)C=CC=C4OC)O)OC5CC(C(C(O5)C)O)NC(=O)C(F)(F)F)O. Drug 2: C1=NNC2=C1C(=O)NC=N2. Cell line: SK-MEL-28. Synergy scores: CSS=43.9, Synergy_ZIP=-1.10, Synergy_Bliss=-2.51, Synergy_Loewe=-24.5, Synergy_HSA=-2.63. (3) Drug 1: CC1=C(C=C(C=C1)NC2=NC=CC(=N2)N(C)C3=CC4=NN(C(=C4C=C3)C)C)S(=O)(=O)N.Cl. Drug 2: C1=NC2=C(N1)C(=S)N=C(N2)N. Cell line: A549. Synergy scores: CSS=32.8, Synergy_ZIP=-1.66, Synergy_Bliss=0.285, Synergy_Loewe=-26.3, Synergy_HSA=0.0124.